Dataset: Catalyst prediction with 721,799 reactions and 888 catalyst types from USPTO. Task: Predict which catalyst facilitates the given reaction. (1) Reactant: OS(O)(=O)=O.[S:6]1[CH:10]=[CH:9][C:8]([C:11](O)([CH2:20][CH2:21][CH2:22][CH2:23][CH2:24][CH2:25][CH2:26][CH3:27])[CH2:12][CH2:13][CH2:14][CH2:15][CH2:16][CH2:17][CH2:18][CH3:19])=[C:7]1[C:29]1[S:30][CH:31]=[CH:32][CH:33]=1.C(Cl)Cl. Product: [CH2:12]([C:11]1([CH2:20][CH2:21][CH2:22][CH2:23][CH2:24][CH2:25][CH2:26][CH3:27])[C:33]2[CH:32]=[CH:31][S:30][C:29]=2[C:7]2[S:6][CH:10]=[CH:9][C:8]1=2)[CH2:13][CH2:14][CH2:15][CH2:16][CH2:17][CH2:18][CH3:19]. The catalyst class is: 6. (2) Reactant: [CH3:1][N:2]([C@@H:10]([CH3:31])[C:11](=[O:30])[NH:12][CH:13]1[C:19]2([CH2:24][CH2:23][O:22][CH2:21][CH2:20]2)[O:18][C:17]2[CH:25]=[CH:26][CH:27]=[CH:28][C:16]=2[NH:15][C:14]1=[O:29])[C:3](=[O:9])[O:4][C:5]([CH3:8])([CH3:7])[CH3:6].Br[CH2:33][C:34]1[C:38]2[CH:39]=[CH:40][CH:41]=[CH:42][C:37]=2[O:36][N:35]=1.C([O-])([O-])=O.[Cs+].[Cs+].[Na+].[I-]. Product: [O:36]1[C:37]2[CH:42]=[CH:41][CH:40]=[CH:39][C:38]=2[C:34]([CH2:33][N:15]2[C:14](=[O:29])[C@@H:13]([NH:12][C:11](=[O:30])[C@@H:10]([N:2]([CH3:1])[C:3](=[O:9])[O:4][C:5]([CH3:8])([CH3:6])[CH3:7])[CH3:31])[C:19]3([CH2:20][CH2:21][O:22][CH2:23][CH2:24]3)[O:18][C:17]3[CH:25]=[CH:26][CH:27]=[CH:28][C:16]2=3)=[N:35]1. The catalyst class is: 31. (3) Reactant: Cl[C:2]1[N:7]=[C:6]([Cl:8])[N:5]=[C:4]([NH:9][CH2:10][C:11]#[CH:12])[N:3]=1.[CH:13]1([NH2:16])[CH2:15][CH2:14]1.C(N(CC)C(C)C)(C)C. Product: [Cl:8][C:6]1[N:5]=[C:4]([NH:9][CH:10]2[CH2:12][CH2:11]2)[N:3]=[C:2]([NH:16][CH2:13][C:14]#[CH:15])[N:7]=1. The catalyst class is: 12. (4) Reactant: [CH2:1]([C:3]1[C:8](=[O:9])[N:7]([CH2:10][CH2:11][C:12]2[CH:17]=[CH:16][CH:15]=[C:14]([F:18])[CH:13]=2)[C:6]([C:19]2[CH:24]=[CH:23][CH:22]=[CH:21][C:20]=2[O:25][CH3:26])=[N:5]C=1C#N)[CH3:2].[OH-:29].[K+].Cl.[CH2:32]([OH:35])[CH2:33]O. The catalyst class is: 4. Product: [CH2:1]([C:3]1[C:8](=[O:9])[N:7]([CH2:10][CH2:11][C:12]2[CH:17]=[CH:16][CH:15]=[C:14]([F:18])[CH:13]=2)[C:6]([C:19]2[CH:24]=[CH:23][CH:22]=[CH:21][C:20]=2[O:25][CH3:26])=[N:5][C:33]=1[C:32]([OH:35])=[O:29])[CH3:2].